This data is from Peptide-MHC class I binding affinity with 185,985 pairs from IEDB/IMGT. The task is: Regression. Given a peptide amino acid sequence and an MHC pseudo amino acid sequence, predict their binding affinity value. This is MHC class I binding data. (1) The peptide sequence is AVLSAATETY. The MHC is HLA-A68:01 with pseudo-sequence HLA-A68:01. The binding affinity (normalized) is 0.235. (2) The peptide sequence is YKVLPQGW. The MHC is Mamu-B52 with pseudo-sequence Mamu-B52. The binding affinity (normalized) is 0.667. (3) The peptide sequence is IPQCRLTPL. The MHC is HLA-B18:01 with pseudo-sequence HLA-B18:01. The binding affinity (normalized) is 0. (4) The peptide sequence is AVFIHNFKRK. The MHC is HLA-A24:02 with pseudo-sequence HLA-A24:02. The binding affinity (normalized) is 0. (5) The peptide sequence is AENLFVTVY. The MHC is Mamu-A11 with pseudo-sequence Mamu-A11. The binding affinity (normalized) is 0.342. (6) The peptide sequence is NQLYLTVSF. The MHC is HLA-A26:02 with pseudo-sequence HLA-A26:02. The binding affinity (normalized) is 0.0847. (7) The peptide sequence is TRAPAPFPL. The MHC is HLA-B39:01 with pseudo-sequence HLA-B39:01. The binding affinity (normalized) is 0.936.